Dataset: Reaction yield outcomes from USPTO patents with 853,638 reactions. Task: Predict the reaction yield, written as a fraction of the theoretical maximum amount of product (1.0 means a 100% yield; for example, 0.34 means a 34% yield). (1) The reactants are [C:1]([O:9][CH2:10][C:11]1([CH2:17]O)[O:16][CH2:15][CH2:14][CH2:13][O:12]1)(=[O:8])[C:2]1[CH:7]=[CH:6][CH:5]=[CH:4][CH:3]=1.[F:19]C(F)(C(F)(F)F)C(F)(F)C(F)(F)S(Cl)(=O)=O. The catalyst is C1(C)C=CC=CC=1. The product is [C:1]([O:9][CH2:10][C:11]1([CH2:17][F:19])[O:16][CH2:15][CH2:14][CH2:13][O:12]1)(=[O:8])[C:2]1[CH:7]=[CH:6][CH:5]=[CH:4][CH:3]=1. The yield is 0.464. (2) The reactants are C(OC([NH:8][CH2:9][C:10]1[CH:15]=[CH:14][C:13]([CH2:16][C:17](=[O:25])[NH:18][C@H:19]([CH3:24])[C:20]([F:23])([F:22])[F:21])=[CH:12][CH:11]=1)=O)(C)(C)C.Cl. The catalyst is C(Cl)Cl.O1CCOCC1. The product is [CH3:24][C@@H:19]([NH:18][C:17]([CH2:16][C:13]1[CH:12]=[CH:11][C:10]([CH2:9][NH2:8])=[CH:15][CH:14]=1)=[O:25])[C:20]([F:23])([F:21])[F:22]. The yield is 0.910. (3) The reactants are [CH3:1][O:2][C:3]1[CH:4]=[C:5]([CH:9]=[CH:10][CH:11]=1)[CH2:6]CN.[C:12](=[O:15])([O-:14])[O-].[Cs+].[Cs+].[CH2:18](Br)[CH:19]=[CH:20][C:21]1[CH:26]=[CH:25][CH:24]=[CH:23][CH:22]=1.[CH3:28][N:29](C=[O:32])C. The catalyst is O. The product is [C:3]([OH:2])(=[O:32])/[CH:11]=[CH:10]/[C:12]([OH:14])=[O:15].[CH3:1][O:2][C:3]1[C:4]2[CH:20]([C:21]3[CH:26]=[CH:25][CH:24]=[CH:23][CH:22]=3)[CH2:19][CH2:18][N:29]([CH3:28])[CH2:6][C:5]=2[CH:9]=[CH:10][CH:11]=1. The yield is 0.580. (4) The reactants are [C:1]1([C:6]2[CH:11]=[C:10]([N+:12]([O-])=O)[CH:9]=[C:8]([N+:15]([O-])=O)[CH:7]=2)[CH2:5][CH2:4][CH2:3][CH:2]=1.[H][H].[CH3:20][O:21][C:22]1[N:27]=[C:26]([O:28][CH3:29])[C:25]([C:30]2[CH:39]=[C:38]3[C:33]([C:34](Cl)=[C:35]([C:40]([NH2:42])=[O:41])[CH:36]=[N:37]3)=[CH:32][CH:31]=2)=[CH:24][N:23]=1. The catalyst is [Pd].C(O)(=O)C. The product is [NH2:12][C:10]1[CH:9]=[C:8]([NH:15][C:34]2[C:33]3[C:38](=[CH:39][C:30]([C:25]4[C:26]([O:28][CH3:29])=[N:27][C:22]([O:21][CH3:20])=[N:23][CH:24]=4)=[CH:31][CH:32]=3)[N:37]=[CH:36][C:35]=2[C:40]([NH2:42])=[O:41])[CH:7]=[C:6]([CH:1]2[CH2:5][CH2:4][CH2:3][CH2:2]2)[CH:11]=1. The yield is 0.169. (5) The reactants are [CH3:1][C:2]([S@@:5]([NH2:7])=[O:6])([CH3:4])[CH3:3].[C:8]([C:11]1[C:12](=[O:21])[NH:13][C:14]2[C:19]([CH:20]=1)=[N:18][CH:17]=[CH:16][CH:15]=2)(=O)[CH3:9].[BH4-].[Na+].CO. The catalyst is C1COCC1.C(O[Ti](OCC)(OCC)OCC)C. The product is [CH3:1][C:2]([S@@:5]([NH:7][C@H:8]([C:11]1[C:12](=[O:21])[NH:13][C:14]2[C:19]([CH:20]=1)=[N:18][CH:17]=[CH:16][CH:15]=2)[CH3:9])=[O:6])([CH3:4])[CH3:3]. The yield is 0.0900.